Dataset: Forward reaction prediction with 1.9M reactions from USPTO patents (1976-2016). Task: Predict the product of the given reaction. (1) Given the reactants Cl.[CH2:2]1[C:7]2([CH2:12][CH2:11][NH:10][CH2:9][CH2:8]2)[CH2:6][CH2:5][N:4]([C:13]([O:15][C:16]([CH3:19])([CH3:18])[CH3:17])=[O:14])[CH2:3]1.[CH3:20][O:21][C:22]1[CH:36]=[CH:35][CH:34]=[CH:33][C:23]=1[O:24][C:25]1[CH:32]=[CH:31][CH:30]=[CH:29][C:26]=1[CH:27]=O.C(N(CC)CC)C.C(O[BH-](OC(=O)C)OC(=O)C)(=O)C.[Na+], predict the reaction product. The product is: [CH3:20][O:21][C:22]1[CH:36]=[CH:35][CH:34]=[CH:33][C:23]=1[O:24][C:25]1[CH:32]=[CH:31][CH:30]=[CH:29][C:26]=1[CH2:27][N:10]1[CH2:11][CH2:12][C:7]2([CH2:2][CH2:3][N:4]([C:13]([O:15][C:16]([CH3:19])([CH3:18])[CH3:17])=[O:14])[CH2:5][CH2:6]2)[CH2:8][CH2:9]1. (2) Given the reactants [Br:1][C:2]1[CH:7]=[C:6]([Br:8])[N:5]=[C:4]([C:9]2[CH:14]=[CH:13][C:12]([F:15])=[CH:11][C:10]=2[Cl:16])[C:3]=1[CH3:17].[Br:18]N1C(=O)CCC1=O.C(OOC(=O)C1C=CC=CC=1)(=O)C1C=CC=CC=1, predict the reaction product. The product is: [Br:1][C:2]1[CH:7]=[C:6]([Br:8])[N:5]=[C:4]([C:9]2[CH:14]=[CH:13][C:12]([F:15])=[CH:11][C:10]=2[Cl:16])[C:3]=1[CH2:17][Br:18]. (3) Given the reactants [Cl:1][C:2]1[C:7]([O:8][CH2:9][C:10]([O:12]C(C)(C)C)=[O:11])=[CH:6][CH:5]=[C:4](I)[N:3]=1.[CH3:18][NH:19][S:20]([NH2:23])(=[O:22])=[O:21], predict the reaction product. The product is: [Cl:1][C:2]1[C:7]([O:8][CH2:9][C:10]([OH:12])=[O:11])=[CH:6][CH:5]=[C:4]([NH:23][S:20](=[O:22])(=[O:21])[NH:19][CH3:18])[N:3]=1. (4) The product is: [CH2:6]([S:8]([C:11]1[CH:40]=[CH:39][C:14]([O:15][C:16]2[C:17]([CH:31]([OH:34])[C:32]([NH2:33])=[O:2])=[CH:18][C:19]3[N:23]=[C:22]([C:24]4[CH:29]=[CH:28][CH:27]=[CH:26][N:25]=4)[NH:21][C:20]=3[CH:30]=2)=[CH:13][CH:12]=1)(=[O:10])=[O:9])[CH3:7]. Given the reactants S(=O)(=O)(O)[OH:2].[CH2:6]([S:8]([C:11]1[CH:40]=[CH:39][C:14]([O:15][C:16]2[C:17]([CH:31]([O:34][Si](C)(C)C)[C:32]#[N:33])=[CH:18][C:19]3[N:23]=[C:22]([C:24]4[CH:29]=[CH:28][CH:27]=[CH:26][N:25]=4)[NH:21][C:20]=3[CH:30]=2)=[CH:13][CH:12]=1)(=[O:10])=[O:9])[CH3:7], predict the reaction product. (5) Given the reactants CC1(C)C(C)(C)OB([C:9]2[CH:10]=[C:11]([CH:28]=[CH:29][CH:30]=2)[CH2:12][O:13][C:14]2[CH:19]=[CH:18][CH:17]=[CH:16][C:15]=2[CH2:20][C:21]([O:23]C(C)(C)C)=[O:22])O1.Br[C:33]1[C:34]([O:41][CH3:42])=[C:35]([CH:38]=[CH:39][CH:40]=1)[C:36]#[N:37], predict the reaction product. The product is: [NH2:37][CH2:36][C:35]1[C:34]([O:41][CH3:42])=[C:33]([C:9]2[CH:30]=[CH:29][CH:28]=[C:11]([CH2:12][O:13][C:14]3[CH:19]=[CH:18][CH:17]=[CH:16][C:15]=3[CH2:20][C:21]([OH:23])=[O:22])[CH:10]=2)[CH:40]=[CH:39][CH:38]=1. (6) Given the reactants C1(P(C2C=CC=CC=2)C2C=CC=CC=2)C=CC=CC=1.Br[C:21]1[CH:22]=[C:23]([CH:26]=[CH:27][CH:28]=1)[C:24]#[N:25].C([O-])(=O)C.[K+].[O:34]1[CH2:38][CH:37]=[CH:36][CH2:35]1, predict the reaction product. The product is: [O:34]1[CH:35]=[CH:36][CH:37]([C:21]2[CH:22]=[C:23]([CH:26]=[CH:27][CH:28]=2)[C:24]#[N:25])[CH2:38]1.[O:34]1[CH2:38][CH:37]=[CH:36][CH:35]1[C:21]1[CH:22]=[C:23]([CH:26]=[CH:27][CH:28]=1)[C:24]#[N:25].